Predict the reactants needed to synthesize the given product. From a dataset of Full USPTO retrosynthesis dataset with 1.9M reactions from patents (1976-2016). (1) Given the product [Br:1][C:2]1[CH:3]=[C:4]([C:5](=[O:6])[CH3:15])[CH:11]=[CH:12][C:13]=1[Cl:14], predict the reactants needed to synthesize it. The reactants are: [Br:1][C:2]1[CH:3]=[C:4]([CH:11]=[CH:12][C:13]=1[Cl:14])[C:5](N(OC)C)=[O:6].[CH3:15][Mg]Br. (2) Given the product [Br:10][C:5]1[NH:1][CH:2]=[C:3]([C:6]([O:8][CH3:9])=[O:7])[CH:4]=1, predict the reactants needed to synthesize it. The reactants are: [NH:1]1[CH:5]=[CH:4][C:3]([C:6]([O:8][CH3:9])=[O:7])=[CH:2]1.[Br:10]N1C(=O)CCC1=O. (3) Given the product [Br:10][C:7]1[C:3]([CH:2]([F:9])[F:1])=[N:4][N:5]([CH3:8])[CH:6]=1, predict the reactants needed to synthesize it. The reactants are: [F:1][CH:2]([F:9])[C:3]1[CH:7]=[CH:6][N:5]([CH3:8])[N:4]=1.[Br:10]Br.